From a dataset of NCI-60 drug combinations with 297,098 pairs across 59 cell lines. Regression. Given two drug SMILES strings and cell line genomic features, predict the synergy score measuring deviation from expected non-interaction effect. (1) Drug 1: CCC1=C2CN3C(=CC4=C(C3=O)COC(=O)C4(CC)O)C2=NC5=C1C=C(C=C5)O. Drug 2: C1=NC2=C(N1)C(=S)N=CN2. Cell line: SNB-75. Synergy scores: CSS=31.3, Synergy_ZIP=-10.4, Synergy_Bliss=-0.459, Synergy_Loewe=-6.55, Synergy_HSA=-0.981. (2) Drug 1: C1=NC2=C(N1)C(=S)N=C(N2)N. Drug 2: N.N.Cl[Pt+2]Cl. Cell line: SF-295. Synergy scores: CSS=16.1, Synergy_ZIP=-7.73, Synergy_Bliss=-8.59, Synergy_Loewe=-19.9, Synergy_HSA=-7.59.